Task: Predict the reaction yield, written as a fraction of the theoretical maximum amount of product (1.0 means a 100% yield; for example, 0.34 means a 34% yield).. Dataset: Reaction yield outcomes from USPTO patents with 853,638 reactions (1) The product is [F:34][C:30]1[CH:29]=[C:28]([C:23]2[C:22]([CH2:21][NH:20][C:17]3[CH:18]=[CH:19][C:14]([C:13]([NH:8][CH2:7][C:6]([F:10])([F:9])[F:5])=[O:12])=[CH:15][N:16]=3)=[C:26]([CH3:27])[O:25][N:24]=2)[CH:33]=[CH:32][CH:31]=1. The yield is 0.860. The catalyst is O1CCOCC1. The reactants are C[Al](C)C.[F:5][C:6]([F:10])([F:9])[CH2:7][NH2:8].C[O:12][C:13](=O)[C:14]1[CH:19]=[CH:18][C:17]([NH:20][CH2:21][C:22]2[C:23]([C:28]3[CH:33]=[CH:32][CH:31]=[C:30]([F:34])[CH:29]=3)=[N:24][O:25][C:26]=2[CH3:27])=[N:16][CH:15]=1.C(C(C(C([O-])=O)O)O)([O-])=O.[K+].[Na+]. (2) The reactants are Cl[C:2]1[N:7]=[C:6]([NH:8][C:9]2[CH:13]=[C:12]([CH:14]3[CH2:16][CH2:15]3)[NH:11][N:10]=2)[C:5]([Cl:17])=[CH:4][N:3]=1.Cl.[CH:19]1([C:22]2[CH:23]=[CH:24][C:25]([C@@H:28]([NH2:30])[CH3:29])=[N:26][CH:27]=2)[CH2:21][CH2:20]1.CCN(C(C)C)C(C)C. The catalyst is CCCCO. The product is [CH:14]1([C:12]2[NH:11][N:10]=[C:9]([NH:8][C:6]3[C:5]([Cl:17])=[CH:4][N:3]=[C:2]([NH:30][C@H:28]([C:25]4[CH:24]=[CH:23][C:22]([CH:19]5[CH2:21][CH2:20]5)=[CH:27][N:26]=4)[CH3:29])[N:7]=3)[CH:13]=2)[CH2:16][CH2:15]1. The yield is 0.720. (3) The reactants are Br.[CH2:2]([C:4]1[N:5]=[C:6]([C@@H:9]([NH2:20])[CH2:10][C:11]2[CH:16]=[CH:15][C:14]([N+:17]([O-:19])=[O:18])=[CH:13][CH:12]=2)[S:7][CH:8]=1)[CH3:3].[CH2:21]([CH:28]([C:32]([O:34][CH2:35][CH3:36])=[O:33])[C:29](O)=[O:30])[C:22]1[CH:27]=[CH:26][CH:25]=[CH:24][CH:23]=1.ON1C2C=CC=CC=2N=N1.CN(C)CCCN=C=NCC.C(N(C(C)C)CC)(C)C. The catalyst is CN(C=O)C.O. The yield is 0.310. The product is [CH2:35]([O:34][C:32](=[O:33])[CH:28]([CH2:21][C:22]1[CH:27]=[CH:26][CH:25]=[CH:24][CH:23]=1)[C:29]([NH:20][C@H:9]([C:6]1[S:7][CH:8]=[C:4]([CH2:2][CH3:3])[N:5]=1)[CH2:10][C:11]1[CH:16]=[CH:15][C:14]([N+:17]([O-:19])=[O:18])=[CH:13][CH:12]=1)=[O:30])[CH3:36]. (4) The reactants are [Br:1][C:2]1[C:3]([O:9][CH3:10])=[N:4][C:5](Cl)=[N:6][CH:7]=1.[CH:11]([NH2:14])([CH3:13])[CH3:12].O. The catalyst is C1COCC1. The product is [Br:1][C:2]1[C:3]([O:9][CH3:10])=[N:4][C:5]([NH:14][CH:11]([CH3:13])[CH3:12])=[N:6][CH:7]=1. The yield is 6.34. (5) The reactants are [Mg].[Li+].[Cl-].CC(C[AlH]CC(C)C)C.Br[C:14]1[CH:15]=[C:16]([O:22][CH3:23])[C:17]([F:21])=[C:18]([F:20])[CH:19]=1.[Br:24][C:25]1[CH:26]=[C:27]([C:31]([C:39]2[CH:44]=[CH:43][CH:42]=[C:41]([F:45])[C:40]=2[C:46]#[N:47])=[N:32]S(C(C)(C)C)=O)[CH:28]=[CH:29][CH:30]=1.Cl. The catalyst is C1COCC1.CO. The product is [Br:24][C:25]1[CH:26]=[C:27]([C:31]2([C:14]3[CH:15]=[C:16]([O:22][CH3:23])[C:17]([F:21])=[C:18]([F:20])[CH:19]=3)[C:39]3[C:40](=[C:41]([F:45])[CH:42]=[CH:43][CH:44]=3)[C:46]([NH2:47])=[N:32]2)[CH:28]=[CH:29][CH:30]=1. The yield is 0.140. (6) The yield is 0.210. The product is [N:39]1[CH:26]=[CH:25][C:24]([C:27]2[N:28]=[CH:29][N:30]=[C:31]([NH:33][C:34]3[O:13][C@:5]4([CH2:4][N:3]=3)[CH:10]3[CH2:9][CH2:8][N:7]([CH2:12][CH2:11]3)[CH2:6]4)[CH:32]=2)=[CH:23][CH:22]=1. The reactants are Cl.Cl.[NH2:3][CH2:4][C@@:5]1([OH:13])[CH:10]2[CH2:11][CH2:12][N:7]([CH2:8][CH2:9]2)[CH2:6]1.C([O-])([O-])=O.[Cs+].[Cs+].ClC1[CH:26]=[CH:25][C:24]([C:27]2[CH:32]=[C:31]([N:33]=[C:34]=S)[N:30]=[CH:29][N:28]=2)=[CH:23][CH:22]=1.C([N:39]=C=NC(C)C)(C)C. The catalyst is CN(C)C=O. (7) The product is [F:10][C:11]1[CH:12]=[C:13]([I:19])[C:14]([CH2:17][F:7])=[CH:15][N:16]=1. The reactants are C(N(S(F)(F)[F:7])CC)C.[F:10][C:11]1[N:16]=[CH:15][C:14]([CH2:17]O)=[C:13]([I:19])[CH:12]=1.C(O)C.C(=O)(O)[O-].[Na+]. The catalyst is ClCCl. The yield is 0.530. (8) The reactants are [NH3:1].[CH3:2][C:3]1[S:4][C:5]([S:9](Cl)(=[O:11])=[O:10])=[C:6]([CH3:8])[N:7]=1. The catalyst is C1COCC1. The product is [CH3:2][C:3]1[S:4][C:5]([S:9]([NH2:1])(=[O:11])=[O:10])=[C:6]([CH3:8])[N:7]=1. The yield is 0.970.